This data is from Reaction yield outcomes from USPTO patents with 853,638 reactions. The task is: Predict the reaction yield, written as a fraction of the theoretical maximum amount of product (1.0 means a 100% yield; for example, 0.34 means a 34% yield). The yield is 0.280. The reactants are ClC1([C:8]2[CH:18]=[CH:17][C:11]3[CH:12]=[CH:13][CH:14]=[CH:15][NH:16][C:10]=3[CH:9]=2)C=CC=NN1.NN. The product is [NH:16]1[C:10]2[CH:9]=[CH:8][CH:18]=[CH:17][C:11]=2[CH:12]=[CH:13][CH:14]=[CH:15]1. The catalyst is C(O)C.[Pd].